This data is from Catalyst prediction with 721,799 reactions and 888 catalyst types from USPTO. The task is: Predict which catalyst facilitates the given reaction. (1) Reactant: [Na].O.C1(C)C=CC([S:9](O)(=O)=O)=CC=1.[O:14]1[C:16]2([CH2:21][CH2:20][N:19]([C:22]([O:24][C:25]([CH3:28])([CH3:27])[CH3:26])=[O:23])[CH2:18][CH2:17]2)[CH2:15]1.C(=O)(O)[O-].[Na+]. Product: [OH:14][C:16]1([CH2:15][SH:9])[CH2:21][CH2:20][N:19]([C:22]([O:24][C:25]([CH3:28])([CH3:27])[CH3:26])=[O:23])[CH2:18][CH2:17]1. The catalyst class is: 5. (2) The catalyst class is: 21. Reactant: [CH3:1][O:2][C:3](=[O:12])[C:4]1[CH:9]=[CH:8][C:7]([CH2:10]Cl)=[CH:6][CH:5]=1.[CH3:13][N:14]1[CH2:19][CH2:18][NH:17][CH2:16][CH2:15]1.[I-].[Na+]. Product: [CH3:1][O:2][C:3](=[O:12])[C:4]1[CH:9]=[CH:8][C:7]([CH2:10][N:17]2[CH2:18][CH2:19][N:14]([CH3:13])[CH2:15][CH2:16]2)=[CH:6][CH:5]=1. (3) Reactant: [NH2:1][C:2]1[C:7]([NH2:8])=[CH:6][CH:5]=[CH:4][C:3]=1[CH3:9].[S:10](Cl)(Cl)=O.O. Product: [CH3:9][C:3]1[C:2]2=[N:1][S:10][N:8]=[C:7]2[CH:6]=[CH:5][CH:4]=1. The catalyst class is: 17. (4) Reactant: [CH:1]([C@H:4]1[CH2:8][O:7][C:6](=[O:9])[N:5]1[C:10]1[CH:15]=[CH:14][N:13]=[C:12]([NH:16][C@H:17]([CH:19]2[CH2:24][CH2:23][NH:22][CH2:21][CH2:20]2)[CH3:18])[N:11]=1)([CH3:3])[CH3:2].[F:25][C:26]1[CH:31]=[CH:30][C:29]([S:32](Cl)(=[O:34])=[O:33])=[CH:28][CH:27]=1.CCN(C(C)C)C(C)C. Product: [F:25][C:26]1[CH:31]=[CH:30][C:29]([S:32]([N:22]2[CH2:23][CH2:24][CH:19]([C@@H:17]([NH:16][C:12]3[N:11]=[C:10]([N:5]4[C@@H:4]([CH:1]([CH3:2])[CH3:3])[CH2:8][O:7][C:6]4=[O:9])[CH:15]=[CH:14][N:13]=3)[CH3:18])[CH2:20][CH2:21]2)(=[O:34])=[O:33])=[CH:28][CH:27]=1. The catalyst class is: 2. (5) Reactant: [O:1]1[CH:5]=[N:4][N:3]=[C:2]1[C:6]1[NH:18][C:17]2[C:16]3[N:15]=[C:14]([C:19]([F:22])([F:21])[F:20])[CH:13]=[C:12]([C:23]([F:26])([F:25])[F:24])[C:11]=3[CH:10]=[CH:9][C:8]=2[CH:7]=1.C(=O)([O-])[O-].[K+].[K+].[CH2:33](Br)[C:34]1[CH:39]=[CH:38][CH:37]=[CH:36][CH:35]=1.C(OCC)(=O)C. Product: [CH2:33]([N:18]1[C:17]2[C:16]3[N:15]=[C:14]([C:19]([F:20])([F:21])[F:22])[CH:13]=[C:12]([C:23]([F:26])([F:24])[F:25])[C:11]=3[CH:10]=[CH:9][C:8]=2[CH:7]=[C:6]1[C:2]1[O:1][CH:5]=[N:4][N:3]=1)[C:34]1[CH:39]=[CH:38][CH:37]=[CH:36][CH:35]=1. The catalyst class is: 3. (6) Reactant: [CH3:1][C:2]1[C:6]2[CH:7]=[CH:8][CH:9]=[CH:10][C:5]=2[O:4][C:3]=1[CH:11]([NH:20][C:21]1[CH:30]=[CH:29][C:24]([C:25]([O:27]C)=[O:26])=[CH:23][CH:22]=1)[CH2:12][O:13][C:14]1[CH:19]=[CH:18][CH:17]=[CH:16][CH:15]=1.O1CCCC1.[OH-].[Na+]. Product: [CH3:1][C:2]1[C:6]2[CH:7]=[CH:8][CH:9]=[CH:10][C:5]=2[O:4][C:3]=1[CH:11]([NH:20][C:21]1[CH:22]=[CH:23][C:24]([C:25]([OH:27])=[O:26])=[CH:29][CH:30]=1)[CH2:12][O:13][C:14]1[CH:19]=[CH:18][CH:17]=[CH:16][CH:15]=1. The catalyst class is: 8. (7) Reactant: [Si:1]([O:8][CH2:9][C@H:10]1[CH2:14][CH2:13][C@H:12]([OH:15])[CH2:11]1)([C:4]([CH3:7])([CH3:6])[CH3:5])([CH3:3])[CH3:2].[H-].[Na+].Cl[C:19]1[N:27]=[CH:26][N:25]=[C:24]2[C:20]=1[N:21]=[C:22]([C:34]1[C:43]3[C:38](=[CH:39][CH:40]=[CH:41][CH:42]=3)[CH:37]=[CH:36][CH:35]=1)[N:23]2[CH:28]1[CH2:33][CH2:32][CH2:31][CH2:30][O:29]1. Product: [Si:1]([O:8][CH2:9][C@H:10]1[CH2:14][CH2:13][C@H:12]([O:15][C:19]2[N:27]=[CH:26][N:25]=[C:24]3[C:20]=2[N:21]=[C:22]([C:34]2[C:43]4[C:38](=[CH:39][CH:40]=[CH:41][CH:42]=4)[CH:37]=[CH:36][CH:35]=2)[N:23]3[CH:28]2[CH2:33][CH2:32][CH2:31][CH2:30][O:29]2)[CH2:11]1)([C:4]([CH3:7])([CH3:6])[CH3:5])([CH3:3])[CH3:2]. The catalyst class is: 3. (8) Reactant: [CH:1]1([C:7]2[N:11]([C:12]3[CH:17]=[CH:16][CH:15]=[CH:14][CH:13]=3)[CH:10]=[N:9][C:8]=2[C:18]([O:20]C)=[O:19])[CH2:6][CH2:5][CH2:4][CH2:3][CH2:2]1.[OH-].[Na+]. Product: [CH:1]1([C:7]2[N:11]([C:12]3[CH:13]=[CH:14][CH:15]=[CH:16][CH:17]=3)[CH:10]=[N:9][C:8]=2[C:18]([OH:20])=[O:19])[CH2:2][CH2:3][CH2:4][CH2:5][CH2:6]1. The catalyst class is: 36. (9) Reactant: [Na].[NH:2]1[CH:6]=[N:5][CH:4]=[N:3]1.[CH3:7][O:8][CH2:9][CH2:10][O:11][CH2:12][C:13]1[CH:18]=[CH:17][C:16]([C@H:19]2[C@H:24]([O:25][CH2:26][CH2:27]OS(C3C=CC(C)=CC=3)(=O)=O)[CH2:23][N:22]([C:39]([O:41][CH2:42][C:43]3[CH:48]=[CH:47][CH:46]=[CH:45][CH:44]=3)=[O:40])[CH2:21][C@@H:20]2[O:49][CH2:50][C:51]2[CH:52]=[CH:53][C:54]3[O:59][CH2:58][CH2:57][N:56]([CH2:60][CH2:61][CH2:62][O:63][CH3:64])[C:55]=3[CH:65]=2)=[CH:15][CH:14]=1. Product: [CH3:7][O:8][CH2:9][CH2:10][O:11][CH2:12][C:13]1[CH:18]=[CH:17][C:16]([C@H:19]2[C@H:24]([O:25][CH2:26][CH2:27][N:2]3[CH:6]=[N:5][CH:4]=[N:3]3)[CH2:23][N:22]([C:39]([O:41][CH2:42][C:43]3[CH:48]=[CH:47][CH:46]=[CH:45][CH:44]=3)=[O:40])[CH2:21][C@@H:20]2[O:49][CH2:50][C:51]2[CH:52]=[CH:53][C:54]3[O:59][CH2:58][CH2:57][N:56]([CH2:60][CH2:61][CH2:62][O:63][CH3:64])[C:55]=3[CH:65]=2)=[CH:15][CH:14]=1. The catalyst class is: 9.